Predict hERG channel inhibition at various concentrations. From a dataset of hERG Central: cardiac toxicity at 1µM, 10µM, and general inhibition. (1) The drug is CN1C(C(=O)NCc2cccc(Br)c2)CC2Cn3c(nc4cc5ccccc5cc43)C21. Results: hERG_inhib (hERG inhibition (general)): blocker. (2) The compound is Cc1ccc(N(Cc2ccccc2)C(=O)c2ccc(F)c(S(=O)(=O)N3CCOCC3)c2)cc1. Results: hERG_inhib (hERG inhibition (general)): blocker. (3) The compound is O=C(COc1ccc(-c2ccccc2)cc1)N1CCCC1. Results: hERG_inhib (hERG inhibition (general)): blocker. (4) The compound is O=C(NCCN1C(=O)S/C(=C\c2ccc(OC(F)F)cc2)C1=O)[C@@H]1CCCN1C(=O)c1cccs1. Results: hERG_inhib (hERG inhibition (general)): blocker. (5) The compound is CCOC(=O)c1c(NC(=O)COC(=O)Cc2c[nH]c3ccccc23)sc(C(=O)N(C)C)c1C. Results: hERG_inhib (hERG inhibition (general)): blocker. (6) The compound is O=C(CNC(=O)c1ccc(OC(F)F)cc1)Nc1cccc(S(=O)(=O)N2CCCC2)c1. Results: hERG_inhib (hERG inhibition (general)): blocker.